From a dataset of Full USPTO retrosynthesis dataset with 1.9M reactions from patents (1976-2016). Predict the reactants needed to synthesize the given product. (1) Given the product [NH2:1][C:2]1[N:7]2[N:8]=[C:9]([C:11]3[O:12][CH:13]=[CH:14][CH:15]=3)[N:10]=[C:6]2[CH:5]=[C:4]([C:16]2[CH:21]=[CH:20][CH:19]=[CH:18][C:17]=2[CH2:22][NH:35][CH2:24][C:25]2[CH:34]=[CH:33][C:30]([O:31][CH3:32])=[C:27]([O:28][CH3:29])[CH:26]=2)[N:3]=1, predict the reactants needed to synthesize it. The reactants are: [NH2:1][C:2]1[N:7]2[N:8]=[C:9]([C:11]3[O:12][CH:13]=[CH:14][CH:15]=3)[N:10]=[C:6]2[CH:5]=[C:4]([C:16]2[CH:21]=[CH:20][CH:19]=[CH:18][C:17]=2[CH:22]=O)[N:3]=1.[CH2:24]([NH2:35])[C:25]1[CH:34]=[CH:33][C:30]([O:31][CH3:32])=[C:27]([O:28][CH3:29])[CH:26]=1.C(O[BH-](OC(=O)C)OC(=O)C)(=O)C.[Na+]. (2) Given the product [C:1]12([CH2:11][O:12][C:13]3[C:25]([C:37]4([OH:39])[CH2:38][O:35][CH2:36]4)=[CH:24][C:16]([C:17]([O:19][C:20]([CH3:23])([CH3:22])[CH3:21])=[O:18])=[C:15]([F:27])[CH:14]=3)[CH2:10][CH:5]3[CH2:6][CH:7]([CH2:9][CH:3]([CH2:4]3)[CH2:2]1)[CH2:8]2, predict the reactants needed to synthesize it. The reactants are: [C:1]12([CH2:11][O:12][C:13]3[C:25](I)=[CH:24][C:16]([C:17]([O:19][C:20]([CH3:23])([CH3:22])[CH3:21])=[O:18])=[C:15]([F:27])[CH:14]=3)[CH2:10][CH:5]3[CH2:6][CH:7]([CH2:9][CH:3]([CH2:4]3)[CH2:2]1)[CH2:8]2.[Cl-].[Li+].C([Mg]Cl)(C)C.[O:35]1[CH2:38][C:37](=[O:39])[CH2:36]1. (3) Given the product [Br:25][C:24]1[N:10]2[C:11]3[CH:23]=[CH:22][CH:21]=[N:20][C:12]=3[NH:13][C:14]3[CH:19]=[CH:18][CH:17]=[CH:16][C:15]=3[C:9]2=[N:8][C:7]=1[C:1]1[CH:2]=[CH:3][CH:4]=[CH:5][CH:6]=1, predict the reactants needed to synthesize it. The reactants are: [C:1]1([C:7]2[N:8]=[C:9]3[C:15]4[CH:16]=[CH:17][CH:18]=[CH:19][C:14]=4[NH:13][C:12]4[N:20]=[CH:21][CH:22]=[CH:23][C:11]=4[N:10]3[CH:24]=2)[CH:6]=[CH:5][CH:4]=[CH:3][CH:2]=1.[Br:25]N1C(=O)CCC1=O.